From a dataset of Peptide-MHC class II binding affinity with 134,281 pairs from IEDB. Regression. Given a peptide amino acid sequence and an MHC pseudo amino acid sequence, predict their binding affinity value. This is MHC class II binding data. (1) The peptide sequence is RGKMDVSGVQAPVGA. The MHC is DRB1_0901 with pseudo-sequence DRB1_0901. The binding affinity (normalized) is 0. (2) The peptide sequence is NQFGSVPAVTISCMT. The MHC is H-2-IAb with pseudo-sequence H-2-IAb. The binding affinity (normalized) is 0.427.